Task: Regression. Given two drug SMILES strings and cell line genomic features, predict the synergy score measuring deviation from expected non-interaction effect.. Dataset: NCI-60 drug combinations with 297,098 pairs across 59 cell lines (1) Drug 1: C1CN1P(=S)(N2CC2)N3CC3. Drug 2: C1C(C(OC1N2C=NC3=C(N=C(N=C32)Cl)N)CO)O. Cell line: HL-60(TB). Synergy scores: CSS=86.1, Synergy_ZIP=4.28, Synergy_Bliss=4.74, Synergy_Loewe=-3.28, Synergy_HSA=1.35. (2) Drug 2: CS(=O)(=O)CCNCC1=CC=C(O1)C2=CC3=C(C=C2)N=CN=C3NC4=CC(=C(C=C4)OCC5=CC(=CC=C5)F)Cl. Cell line: HOP-62. Drug 1: CC1=C2C(C(=O)C3(C(CC4C(C3C(C(C2(C)C)(CC1OC(=O)C(C(C5=CC=CC=C5)NC(=O)OC(C)(C)C)O)O)OC(=O)C6=CC=CC=C6)(CO4)OC(=O)C)O)C)O. Synergy scores: CSS=50.1, Synergy_ZIP=20.5, Synergy_Bliss=22.1, Synergy_Loewe=24.3, Synergy_HSA=20.2. (3) Drug 1: CC1=C(C=C(C=C1)NC2=NC=CC(=N2)N(C)C3=CC4=NN(C(=C4C=C3)C)C)S(=O)(=O)N.Cl. Drug 2: COC1=C2C(=CC3=C1OC=C3)C=CC(=O)O2. Cell line: SF-268. Synergy scores: CSS=3.49, Synergy_ZIP=2.53, Synergy_Bliss=7.04, Synergy_Loewe=4.08, Synergy_HSA=4.12. (4) Drug 2: C1CC(C1)(C(=O)O)C(=O)O.[NH2-].[NH2-].[Pt+2]. Cell line: OVCAR-5. Synergy scores: CSS=11.4, Synergy_ZIP=-4.17, Synergy_Bliss=-2.30, Synergy_Loewe=-8.18, Synergy_HSA=-3.26. Drug 1: CN(C)N=NC1=C(NC=N1)C(=O)N. (5) Drug 1: CCN(CC)CCNC(=O)C1=C(NC(=C1C)C=C2C3=C(C=CC(=C3)F)NC2=O)C. Drug 2: C1CN(P(=O)(OC1)NCCCl)CCCl. Cell line: SNB-19. Synergy scores: CSS=-2.33, Synergy_ZIP=1.64, Synergy_Bliss=-1.52, Synergy_Loewe=-0.0845, Synergy_HSA=-5.80. (6) Drug 1: CC1=CC=C(C=C1)C2=CC(=NN2C3=CC=C(C=C3)S(=O)(=O)N)C(F)(F)F. Drug 2: C1=NNC2=C1C(=O)NC=N2. Cell line: SNB-75. Synergy scores: CSS=8.43, Synergy_ZIP=-0.846, Synergy_Bliss=2.45, Synergy_Loewe=2.85, Synergy_HSA=0.989. (7) Drug 1: C1=NC2=C(N1)C(=S)N=C(N2)N. Drug 2: C1=NNC2=C1C(=O)NC=N2. Cell line: EKVX. Synergy scores: CSS=40.4, Synergy_ZIP=6.95, Synergy_Bliss=8.71, Synergy_Loewe=-6.97, Synergy_HSA=12.2. (8) Cell line: SF-539. Drug 1: C1=NC2=C(N=C(N=C2N1C3C(C(C(O3)CO)O)F)Cl)N. Synergy scores: CSS=-2.18, Synergy_ZIP=-2.73, Synergy_Bliss=-8.27, Synergy_Loewe=-38.1, Synergy_HSA=-7.09. Drug 2: CCC1(CC2CC(C3=C(CCN(C2)C1)C4=CC=CC=C4N3)(C5=C(C=C6C(=C5)C78CCN9C7C(C=CC9)(C(C(C8N6C)(C(=O)OC)O)OC(=O)C)CC)OC)C(=O)OC)O.OS(=O)(=O)O.